From a dataset of HIV replication inhibition screening data with 41,000+ compounds from the AIDS Antiviral Screen. Binary Classification. Given a drug SMILES string, predict its activity (active/inactive) in a high-throughput screening assay against a specified biological target. (1) The molecule is CC12CCC3C(CCC4C(=O)c5[nH]ncc5CC43C)C1CCC2O. The result is 0 (inactive). (2) The drug is c1ccc(CSc2ccc3nncc(SCc4ccccc4)c3c2)cc1. The result is 0 (inactive). (3) The compound is O=C1C(=Cc2cccc(F)c2)CCCc2ccccc21. The result is 0 (inactive). (4) The drug is CCOC(=O)C(NC(=O)c1ccccc1)(N1CCOCC1)C(F)(F)F. The result is 0 (inactive). (5) The result is 0 (inactive). The drug is Cn1c(=N)c2cnn(-c3ccccc3)c2n(C)c1=O. (6) The compound is C=CCC(CC=O)(C(=O)OCC)C(=O)OCC. The result is 0 (inactive). (7) The molecule is S=C1N(c2ccc(Cl)cc2)C2=C(N=Nc3cc(Cl)ccc3Cl)C(=Nc3ccccc3S2)N1c1ccccn1. The result is 0 (inactive). (8) The drug is COC(=O)N1CCC(Sc2ccccc2)C2(CCOC(=O)c3ccccc3)CCC(O)C12. The result is 0 (inactive). (9) The compound is CN(C(=O)c1cccs1)C(=S)N1CCN(c2ccccn2)CC1. The result is 0 (inactive).